Dataset: Forward reaction prediction with 1.9M reactions from USPTO patents (1976-2016). Task: Predict the product of the given reaction. Given the reactants FC(F)(F)S(OC1CCCC2C=C(OC)C=CC=2C=1)(=O)=O.C([Sn](CCCC)(CCCC)C1C=CC=CC=1[N+]([O-])=O)CCC.[CH3:44][O:45][C:46]1[CH:65]=[CH:64][C:49]2[CH:50]=[C:51]([C:55]3[CH:60]=[CH:59][CH:58]=[CH:57][C:56]=3[N+:61]([O-])=O)[CH2:52][CH2:53][CH2:54][C:48]=2[CH:47]=1, predict the reaction product. The product is: [CH3:44][O:45][C:46]1[CH:65]=[CH:64][C:49]2[CH:50]=[C:51]([C:55]3[CH:60]=[CH:59][CH:58]=[CH:57][C:56]=3[NH2:61])[CH2:52][CH2:53][CH2:54][C:48]=2[CH:47]=1.